This data is from Forward reaction prediction with 1.9M reactions from USPTO patents (1976-2016). The task is: Predict the product of the given reaction. (1) Given the reactants [C:1]([C:5]1[N:6]=[C:7]([N:22]2[CH2:27][CH2:26][O:25][CH2:24][CH2:23]2)[C:8]2[N:13]=[N:12][N:11]([CH2:14][C:15]3[CH:20]=[CH:19][CH:18]=[CH:17][C:16]=3[Cl:21])[C:9]=2[N:10]=1)([CH3:4])([CH3:3])[CH3:2].C(C1N=C(Cl)C2N=NN(CC3C=CC=CC=3Cl)C=2N=1)(C)(C)C.[OH:50][CH2:51][C@H]1[C@@H](O)CCN1, predict the reaction product. The product is: [C:1]([C:5]1[N:6]=[C:7]([N:22]2[CH2:23][CH2:24][C@H:51]([OH:50])[C@@H:27]2[CH2:26][OH:25])[C:8]2[N:13]=[N:12][N:11]([CH2:14][C:15]3[CH:20]=[CH:19][CH:18]=[CH:17][C:16]=3[Cl:21])[C:9]=2[N:10]=1)([CH3:2])([CH3:3])[CH3:4]. (2) Given the reactants [C:1]([O-:4])(=O)[CH3:2].[OH2:5], predict the reaction product. The product is: [O:5]=[CH:2][C@@H:1]([C@H:2]([C@@H:1]([C@@H:2]([CH2:1][OH:4])[OH:5])[OH:4])[OH:5])[OH:4]. (3) Given the reactants C(OC([N:8]1[CH2:14][C@@H:13]([CH3:15])[C:12]2[CH:16]=[C:17]([C:20]([OH:22])=O)[CH:18]=[CH:19][C:11]=2[CH2:10][CH2:9]1)=O)(C)(C)C.C(N(C(C)C)CC)(C)C.[CH2:32]([NH2:39])[C:33]1[CH:38]=[CH:37][CH:36]=[CH:35][CH:34]=1.[ClH:40], predict the reaction product. The product is: [ClH:40].[CH2:32]([NH:39][C:20]([C:17]1[CH:18]=[CH:19][C:11]2[CH2:10][CH2:9][NH:8][CH2:14][C@@H:13]([CH3:15])[C:12]=2[CH:16]=1)=[O:22])[C:33]1[CH:38]=[CH:37][CH:36]=[CH:35][CH:34]=1.